Predict which catalyst facilitates the given reaction. From a dataset of Catalyst prediction with 721,799 reactions and 888 catalyst types from USPTO. (1) Reactant: O[Li].O.C([O:6][C:7](=[O:29])[CH2:8][C:9](=[O:28])[N:10]1[CH2:15][CH2:14][N:13]([C:16](=[O:27])[C:17]2[CH:22]=[CH:21][CH:20]=[CH:19][C:18]=2[C:23]([F:26])([F:25])[F:24])[CH2:12][CH2:11]1)C. Product: [O:28]=[C:9]([N:10]1[CH2:11][CH2:12][N:13]([C:16](=[O:27])[C:17]2[CH:22]=[CH:21][CH:20]=[CH:19][C:18]=2[C:23]([F:26])([F:25])[F:24])[CH2:14][CH2:15]1)[CH2:8][C:7]([OH:29])=[O:6]. The catalyst class is: 200. (2) Reactant: [Cl:1][C:2]1[CH:3]=[C:4](B(O)O)[CH:5]=[CH:6][C:7]=1[Cl:8].[C:12]1(=[O:17])[CH2:16][CH2:15][CH:14]=[CH:13]1. Product: [Cl:1][C:2]1[CH:3]=[C:4]([C@H:14]2[CH2:15][CH2:16][C:12](=[O:17])[CH2:13]2)[CH:5]=[CH:6][C:7]=1[Cl:8]. The catalyst class is: 258. (3) Reactant: [CH:1](=O)[C:2]1[CH:7]=[CH:6][CH:5]=[CH:4][CH:3]=1.[C:9]([O:13][C:14](=[O:19])[NH:15][CH2:16][CH2:17][NH2:18])([CH3:12])([CH3:11])[CH3:10].C(O[BH-](OC(=O)C)OC(=O)C)(=O)C.[Na+].ClCCl. Product: [C:9]([O:13][C:14](=[O:19])[NH:15][CH2:16][CH2:17][NH:18][CH2:1][C:2]1[CH:7]=[CH:6][CH:5]=[CH:4][CH:3]=1)([CH3:12])([CH3:10])[CH3:11]. The catalyst class is: 26. (4) Reactant: CCN(C(C)C)C(C)C.[C:10]1([C:16]2[NH:20][N:19]=[C:18]([C:21]([NH:23][CH2:24][C:25]([OH:27])=O)=[O:22])[CH:17]=2)[CH:15]=[CH:14][CH:13]=[CH:12][CH:11]=1.C1C=CC2N(O)N=NC=2C=1.CCN=C=NCCCN(C)C.Cl.[F:50][C:51]1[CH:62]=[CH:61][C:60]([F:63])=[CH:59][C:52]=1[O:53][CH:54]1[CH2:58][CH2:57][NH:56][CH2:55]1.FC(F)(F)C1C=C(C=CC=1)OC1CCNC1. Product: [F:50][C:51]1[CH:62]=[CH:61][C:60]([F:63])=[CH:59][C:52]=1[O:53][CH:54]1[CH2:58][CH2:57][N:56]([C:25](=[O:27])[CH2:24][NH:23][C:21]([C:18]2[CH:17]=[C:16]([C:10]3[CH:11]=[CH:12][CH:13]=[CH:14][CH:15]=3)[NH:20][N:19]=2)=[O:22])[CH2:55]1. The catalyst class is: 18. (5) Reactant: [Br:1][C:2]1[N:3]([CH2:8][C:9]2[CH:14]=[CH:13][CH:12]=[C:11]([F:15])[CH:10]=2)[C:4](=[O:7])[NH:5][N:6]=1.Cl[CH2:17][C:18]([O:20][CH3:21])=[O:19].C(=O)([O-])[O-].[K+].[K+].Cl. Product: [Br:1][C:2]1[N:3]([CH2:8][C:9]2[CH:14]=[CH:13][CH:12]=[C:11]([F:15])[CH:10]=2)[C:4](=[O:7])[N:5]([CH2:17][C:18]([O:20][CH3:21])=[O:19])[N:6]=1. The catalyst class is: 115. (6) Reactant: O=[C:2]1[CH2:6][CH2:5][CH2:4][CH:3]1[C:7]([O:9][CH3:10])=[O:8].[CH2:11]1[CH2:16][CH2:15][C:14]([CH2:21][NH2:22])([CH2:17][C:18]([OH:20])=[O:19])[CH2:13][CH2:12]1.[NH:23]1[CH2:28][CH2:27][CH2:26][CH2:25][CH2:24]1. Product: [C:7]([C:3]1[CH2:4][CH2:5][CH2:6][C:2]=1[NH:22][CH2:21][C:14]1([CH2:17][C:18]([O-:20])=[O:19])[CH2:15][CH2:16][CH2:11][CH2:12][CH2:13]1)([O:9][CH3:10])=[O:8].[NH2+:23]1[CH2:28][CH2:27][CH2:26][CH2:25][CH2:24]1. The catalyst class is: 5. (7) Reactant: [CH3:1][C:2]1[N:3]=[C:4]([C:7]2[CH:8]=[N:9][NH:10][C:11]=2[NH2:12])[O:5][CH:6]=1.C([N:16]1[C:24]2[C:19](=[CH:20][C:21]([C:25](=O)[CH2:26][C:27](OCC)=[O:28])=[CH:22][CH:23]=2)[CH:18]=[N:17]1)(=O)C.CC1C=CC(S(O)(=O)=O)=CC=1. Product: [NH:16]1[C:24]2[C:19](=[CH:20][C:21]([C:25]3[NH:12][C:11]4[N:10]([N:9]=[CH:8][C:7]=4[C:4]4[O:5][CH:6]=[C:2]([CH3:1])[N:3]=4)[C:27](=[O:28])[CH:26]=3)=[CH:22][CH:23]=2)[CH:18]=[N:17]1. The catalyst class is: 114. (8) Reactant: [CH3:1][C:2]1([CH3:23])[CH2:6][C:5]2[C:7]([CH2:11][N:12]3[CH2:17][CH2:16][C:15]4([CH2:22][CH2:21][NH:20][CH2:19][CH2:18]4)[CH2:14][CH2:13]3)=[CH:8][CH:9]=[CH:10][C:4]=2[O:3]1.[Br:24][C:25]1[CH:33]=[N:32][CH:31]=[CH:30][C:26]=1[C:27](O)=[O:28].CN(C(ON1N=NC2C=CC=CC1=2)=[N+](C)C)C.F[P-](F)(F)(F)(F)F.C(N(CC)CC)C. Product: [Br:24][C:25]1[CH:33]=[N:32][CH:31]=[CH:30][C:26]=1[C:27]([N:20]1[CH2:21][CH2:22][C:15]2([CH2:16][CH2:17][N:12]([CH2:11][C:7]3[C:5]4[CH2:6][C:2]([CH3:23])([CH3:1])[O:3][C:4]=4[CH:10]=[CH:9][CH:8]=3)[CH2:13][CH2:14]2)[CH2:18][CH2:19]1)=[O:28]. The catalyst class is: 4.